Dataset: Full USPTO retrosynthesis dataset with 1.9M reactions from patents (1976-2016). Task: Predict the reactants needed to synthesize the given product. (1) Given the product [Cl:19][C:4]1[CH:5]=[C:6]2[C:10](=[C:2]([NH:1][CH:24]3[CH2:28][CH2:27][CH2:26][CH2:25]3)[CH:3]=1)[NH:9][C:8]([CH2:11][N:12]1[CH2:17][CH2:16][NH:15][C:14](=[O:18])[CH2:13]1)=[CH:7]2, predict the reactants needed to synthesize it. The reactants are: [NH2:1][C:2]1[CH:3]=[C:4]([Cl:19])[CH:5]=[C:6]2[C:10]=1[NH:9][C:8]([CH2:11][N:12]1[CH2:17][CH2:16][NH:15][C:14](=[O:18])[CH2:13]1)=[CH:7]2.C(O)(=O)C.[C:24]1(=O)[CH2:28][CH2:27][CH2:26][CH2:25]1.C(O[BH-](OC(=O)C)OC(=O)C)(=O)C.[Na+]. (2) Given the product [CH3:1][O:2][C:3](=[O:22])[C:4]1[CH:9]=[CH:8][N:7]=[C:6]([S:10][C:11]2[C:19]3[C:14](=[CH:15][C:16]([Cl:20])=[CH:17][CH:18]=3)[N:13]([C:24]3[CH:25]=[N:26][N:27]([CH2:29][CH3:30])[CH:28]=3)[C:12]=2[CH3:21])[CH:5]=1, predict the reactants needed to synthesize it. The reactants are: [CH3:1][O:2][C:3](=[O:22])[C:4]1[CH:9]=[CH:8][N:7]=[C:6]([S:10][C:11]2[C:19]3[C:14](=[CH:15][C:16]([Cl:20])=[CH:17][CH:18]=3)[NH:13][C:12]=2[CH3:21])[CH:5]=1.Br[C:24]1[CH:25]=[N:26][N:27]([CH2:29][CH3:30])[CH:28]=1.